The task is: Predict the product of the given reaction.. This data is from Forward reaction prediction with 1.9M reactions from USPTO patents (1976-2016). (1) Given the reactants C1(C2N=NC(NNC(=O)CC3C=C4C(=CC=3)N=CC=C4)=NC=2)C=CC=CC=1.[CH3:28][N:29]1[CH:33]=[C:32]([C:34]2[N:39]=[N:38][C:37]([NH:40][NH:41][C:42](=O)[CH2:43][C:44]3[CH:45]=[C:46]4[C:51](=[CH:52][CH:53]=3)[N:50]=[CH:49][CH:48]=[CH:47]4)=[N:36][CH:35]=2)[CH:31]=[N:30]1, predict the reaction product. The product is: [N:50]1[C:51]2[C:46](=[CH:45][C:44]([CH2:43][C:42]3[N:38]4[N:39]=[C:34]([C:32]5[CH:31]=[N:30][N:29]([CH3:28])[CH:33]=5)[CH:35]=[N:36][C:37]4=[N:40][N:41]=3)=[CH:53][CH:52]=2)[CH:47]=[CH:48][CH:49]=1. (2) Given the reactants [Br:1][C:2]1[O:6][C:5]([C:7]([OH:9])=O)=[CH:4][CH:3]=1.[CH2:10]([O:12][C:13](=[O:22])[CH2:14][C:15]1[CH:20]=[CH:19][CH:18]=[C:17]([NH2:21])[CH:16]=1)[CH3:11].C(NC(C)C)(C)C.F[P-](F)(F)(F)(F)F.N1(OC(N(C)C)=[N+](C)C)C2N=CC=CC=2N=N1, predict the reaction product. The product is: [CH2:10]([O:12][C:13](=[O:22])[CH2:14][C:15]1[CH:20]=[CH:19][CH:18]=[C:17]([NH:21][C:7]([C:5]2[O:6][C:2]([Br:1])=[CH:3][CH:4]=2)=[O:9])[CH:16]=1)[CH3:11]. (3) Given the reactants S(Cl)([Cl:3])=O.[CH3:5][O:6][C:7]1[CH:8]=[C:9]([CH:23]=[CH:24][CH:25]=1)[N:10]([CH3:22])[C:11]([C:13]1[CH:21]=[CH:20][CH:19]=[CH:18][C:14]=1[C:15](O)=[O:16])=[O:12].C1(C)C=CC=CC=1, predict the reaction product. The product is: [CH3:5][O:6][C:7]1[CH:8]=[C:9]([CH:23]=[CH:24][CH:25]=1)[N:10]([CH3:22])[C:11]([C:13]1[CH:21]=[CH:20][CH:19]=[CH:18][C:14]=1[C:15]([Cl:3])=[O:16])=[O:12].